From a dataset of Forward reaction prediction with 1.9M reactions from USPTO patents (1976-2016). Predict the product of the given reaction. (1) Given the reactants Cl[C:2]1[N:3]=[C:4]([N:24]2[CH2:29][CH2:28][O:27][CH2:26][CH2:25]2)[C:5]2[S:10][C:9]([CH2:11][N:12]3[CH2:17][CH2:16][N:15]([C:18](=[O:22])[C@@H:19]([OH:21])[CH3:20])[CH2:14][CH2:13]3)=[C:8]([CH3:23])[C:6]=2[N:7]=1.C(O)CC.[NH2:34][C:35]1[N:40]=[CH:39][C:38](B(O)O)=[CH:37][N:36]=1.P([O-])([O-])(O)=O.[K+].[K+], predict the reaction product. The product is: [CH3:23][C:8]1[C:6]2[N:7]=[C:2]([C:38]3[CH:37]=[N:36][C:35]([NH2:34])=[N:40][CH:39]=3)[N:3]=[C:4]([N:24]3[CH2:29][CH2:28][O:27][CH2:26][CH2:25]3)[C:5]=2[S:10][C:9]=1[CH2:11][N:12]1[CH2:17][CH2:16][N:15]([C:18]([C@@H:19]([OH:21])[CH3:20])=[O:22])[CH2:14][CH2:13]1. (2) Given the reactants C(NC(C)C)(C)C.[Li]CCCC.[Cl:13][C:14]1[C:19]([C:20]([O-:22])=O)=[C:18]([N:23]([CH2:33][CH2:34][CH2:35][C:36]([O:38][CH2:39][CH3:40])=[O:37])[CH2:24][C:25]2[CH:30]=[CH:29][C:28]([O:31][CH3:32])=[CH:27][CH:26]=2)[N:17]=[C:16]([S:41][CH3:42])[N:15]=1.O, predict the reaction product. The product is: [Cl:13][C:14]1[C:19]2[C:20](=[O:22])[CH:35]([C:36]([O:38][CH2:39][CH3:40])=[O:37])[CH2:34][CH2:33][N:23]([CH2:24][C:25]3[CH:26]=[CH:27][C:28]([O:31][CH3:32])=[CH:29][CH:30]=3)[C:18]=2[N:17]=[C:16]([S:41][CH3:42])[N:15]=1. (3) Given the reactants C[Si]([C:5]#[C:6][C:7]1[N:11]2[N:12]=[CH:13][CH:14]=[CH:15][C:10]2=[N:9][CH:8]=1)(C)C.[F-].C([N+](CCCC)(CCCC)CCCC)CCC, predict the reaction product. The product is: [C:6]([C:7]1[N:11]2[N:12]=[CH:13][CH:14]=[CH:15][C:10]2=[N:9][CH:8]=1)#[CH:5]. (4) Given the reactants [CH3:1][O:2][C:3]1[CH:13]=[CH:12][C:6]([C:7]([CH2:9][C:10]#[N:11])=O)=[CH:5][CH:4]=1.[H-].[Na+].CI.[N+]([O-])(O)=O.[NH2:22][C:23]([NH2:25])=[NH:24].[CH3:26][S:27]([CH3:29])=O, predict the reaction product. The product is: [NH2:24][C:23]1[N:25]=[C:7]([C:6]2[CH:12]=[CH:13][C:3]([O:2][CH3:1])=[CH:4][CH:5]=2)[C:9]([C:10]#[N:11])=[C:26]([S:27][CH3:29])[N:22]=1. (5) Given the reactants [C:1]([C:4]1[CH:9]=[CH:8][C:7]([NH:10][C:11]2[N:16]=[C:15]([Cl:17])[C:14]([C:18]([F:21])([F:20])[F:19])=[CH:13][N:12]=2)=[C:6](OC)[CH:5]=1)([OH:3])=[O:2].[Br:24]N1C(=O)CCC1=O, predict the reaction product. The product is: [C:1]([C:4]1[CH:9]=[CH:8][C:7]([NH:10][C:11]2[N:16]=[C:15]([Cl:17])[C:14]([C:18]([F:21])([F:20])[F:19])=[CH:13][N:12]=2)=[C:6]([Br:24])[CH:5]=1)([OH:3])=[O:2]. (6) Given the reactants [CH3:1][O:2][C:3](=[O:30])[CH2:4][C@H:5]1[C:9]2[CH:10]=[CH:11][C:12]([O:14][C@H:15]3[C:23]4[C:18](=[C:19]([CH2:28]Br)[C:20]([C:24]([F:27])([F:26])[F:25])=[CH:21][CH:22]=4)[CH2:17][CH2:16]3)=[CH:13][C:8]=2[O:7][CH2:6]1.[CH:31]1[C:40]2[C:35](=[CH:36][CH:37]=[CH:38][CH:39]=2)[CH2:34][CH2:33][N:32]=1, predict the reaction product. The product is: [CH3:1][O:2][C:3](=[O:30])[CH2:4][C@H:5]1[C:9]2[CH:10]=[CH:11][C:12]([O:14][C@H:15]3[C:23]4[C:18](=[C:19]([CH2:28][N:32]5[CH2:33][CH2:34][C:35]6[C:40](=[CH:39][CH:38]=[CH:37][CH:36]=6)[CH2:31]5)[C:20]([C:24]([F:27])([F:26])[F:25])=[CH:21][CH:22]=4)[CH2:17][CH2:16]3)=[CH:13][C:8]=2[O:7][CH2:6]1.